Dataset: Catalyst prediction with 721,799 reactions and 888 catalyst types from USPTO. Task: Predict which catalyst facilitates the given reaction. (1) Reactant: [CH2:1]([N:8]1[C:16]2[C:11](=[N:12][C:13]([N:17](C(OC(C)(C)C)=O)[NH:18]C(OC(C)(C)C)=O)=[CH:14][CH:15]=2)[CH:10]=[C:9]1[C:33]1[N:34]=[CH:35][N:36]([C:38](C2C=CC=CC=2)(C2C=CC=CC=2)[C:39]2C=CC=C[CH:40]=2)[CH:37]=1)[C:2]1[CH:7]=[CH:6][CH:5]=[CH:4][CH:3]=1.[C:57](#N)[CH:58]=C.[N:61]12CCCN=C1CCCCC2. Product: [CH2:1]([N:8]1[C:16]2[CH:15]=[CH:14][C:13]3[N:12]([C:57]([CH3:58])=[N:18][N:17]=3)[C:11]=2[CH:10]=[C:9]1[C:33]1[N:34]=[CH:35][N:36]([CH2:38][CH2:39][C:40]#[N:61])[CH:37]=1)[C:2]1[CH:3]=[CH:4][CH:5]=[CH:6][CH:7]=1. The catalyst class is: 23. (2) Reactant: [C:1]([O:5][C:6]([N:8]1[CH2:13][CH2:12][N:11]([C:14]2[N:19]=[C:18]([C:20]3[CH:25]=[CH:24][N:23]=[C:22]([F:26])[CH:21]=3)[C:17]([C:27]3[CH:32]=[CH:31][CH:30]=[CH:29][CH:28]=3)=[C:16]([C:33](O)=[O:34])[CH:15]=2)[CH2:10][CH2:9]1)=[O:7])([CH3:4])([CH3:3])[CH3:2].C[N:37](C(ON1N=NC2C=CC=NC1=2)=[N+](C)C)C.F[P-](F)(F)(F)(F)F.CCN(C(C)C)C(C)C.[NH4+].[Cl-]. Product: [C:1]([O:5][C:6]([N:8]1[CH2:13][CH2:12][N:11]([C:14]2[N:19]=[C:18]([C:20]3[CH:25]=[CH:24][N:23]=[C:22]([F:26])[CH:21]=3)[C:17]([C:27]3[CH:32]=[CH:31][CH:30]=[CH:29][CH:28]=3)=[C:16]([C:33](=[O:34])[NH2:37])[CH:15]=2)[CH2:10][CH2:9]1)=[O:7])([CH3:2])([CH3:4])[CH3:3]. The catalyst class is: 3. (3) Reactant: Br[C:2]1[CH:3]=[C:4]2[C:9](=[CH:10][CH:11]=1)[C:8](=[O:12])[NH:7][CH:6]=[C:5]2[CH2:13][N:14]1[CH2:19][CH2:18][N:17](C(OC(C)(C)C)=O)[C@@H:16]([CH3:27])[CH2:15]1.CS(O[CH2:33][C:34]1([CH2:37][O:38][Si](C(C)(C)C)(C)C)[CH2:36][CH2:35]1)(=O)=O.C(=O)([O-])[O-].[Cs+].[Cs+].[CH:52]1([NH:55][C:56](=[O:74])[C:57]2[CH:62]=[C:61](B3OC(C)(C)C(C)(C)O3)[C:60]([CH3:72])=[C:59]([F:73])[CH:58]=2)[CH2:54][CH2:53]1. Product: [CH:52]1([NH:55][C:56](=[O:74])[C:57]2[CH:62]=[C:61]([C:2]3[CH:3]=[C:4]4[C:9](=[CH:10][CH:11]=3)[C:8](=[O:12])[N:7]([CH2:33][C:34]3([CH2:37][OH:38])[CH2:35][CH2:36]3)[CH:6]=[C:5]4[CH2:13][N:14]3[CH2:19][CH2:18][NH:17][C@@H:16]([CH3:27])[CH2:15]3)[C:60]([CH3:72])=[C:59]([F:73])[CH:58]=2)[CH2:53][CH2:54]1. The catalyst class is: 18. (4) Reactant: CC1(C)[O:6][C:5](=O)[CH:4]([CH:8]([C:13]([N:15]2[CH2:19][CH2:18][CH2:17][C@H:16]2[C:20]([OH:22])=O)=[O:14])[CH2:9][CH2:10][CH2:11][CH3:12])[O:3]1.CCN(C(C)C)C(C)C.CN(C([O:40][N:41]1N=NC2C=CC=NC1=2)=[N+](C)C)C.F[P-](F)(F)(F)(F)F.C1C[N:60]([P+](ON2N=NC3C=CC=CC2=3)(N2CCCC2)N2CCCC2)CC1.F[P-](F)(F)(F)(F)F.NO. Product: [OH:40][NH:41][C:5](=[O:6])[C@@H:4]([OH:3])[C@@H:8]([CH2:9][CH2:10][CH2:11][CH3:12])[C:13]([N:15]1[CH2:19][CH2:18][CH2:17][C@H:16]1[C:20]([NH2:60])=[O:22])=[O:14]. The catalyst class is: 12.